This data is from Catalyst prediction with 721,799 reactions and 888 catalyst types from USPTO. The task is: Predict which catalyst facilitates the given reaction. (1) Reactant: C([NH:4][C@H:5]([C:7]([O:9]C(=O)[C@H](C)NC(O)=O)=[O:8])[CH3:6])(O)=[O:2].C([NH:21][C@@H:22]1[C:28](=[O:29])[O:27][C:25](=[O:26])[CH:24]([CH3:30])[CH2:23]1)(O)=O. Product: [CH3:6][C@H:5]([NH2:4])[C:7]([OH:9])=[O:8].[CH3:30][CH:24]([C:25]([OH:26])=[O:2])[CH2:23][C@@H:22]([C:28]([OH:27])=[O:29])[NH2:21]. The catalyst class is: 48. (2) Reactant: [CH3:1][S:2][C:3]1[CH:4]=[C:5]([CH:17]=[CH:18][CH:19]=1)[O:6][C:7]1[N:15]=[CH:14][C:13]([F:16])=[CH:12][C:8]=1[C:9]([OH:11])=O.C(N(CC)CC)C.Cl.[NH2:28][CH:29]1[CH2:34][CH2:33][CH2:32][CH2:31][C:30]1([CH3:36])[OH:35].Cl.CN(C)CCCN=C=NCC.ON1C2C=CC=CC=2N=N1. The catalyst class is: 9. Product: [F:16][C:13]1[CH:14]=[N:15][C:7]([O:6][C:5]2[CH:17]=[CH:18][CH:19]=[C:3]([S:2][CH3:1])[CH:4]=2)=[C:8]([CH:12]=1)[C:9]([NH:28][CH:29]1[CH2:34][CH2:33][CH2:32][CH2:31][C:30]1([OH:35])[CH3:36])=[O:11]. (3) Reactant: [Cl:1][C:2]1[CH:11]=[C:10]([C:12](=[O:14])[CH3:13])[C:9]([N:15]2[CH2:20][CH2:19][NH:18][CH2:17][CH2:16]2)=[C:8]2[C:3]=1[CH:4]=[CH:5][CH:6]=[N:7]2.[CH3:21][O:22][CH2:23][C:24](Cl)=[O:25].C(N(CC)CC)C. Product: [Cl:1][C:2]1[CH:11]=[C:10]([C:12](=[O:14])[CH3:13])[C:9]([N:15]2[CH2:16][CH2:17][N:18]([C:24](=[O:25])[CH2:23][O:22][CH3:21])[CH2:19][CH2:20]2)=[C:8]2[C:3]=1[CH:4]=[CH:5][CH:6]=[N:7]2. The catalyst class is: 2. (4) Reactant: [NH2:1][CH2:2][CH2:3][CH2:4][CH2:5][NH:6][C:7](=[O:13])[O:8][C:9]([CH3:12])([CH3:11])[CH3:10].[CH2:14]([O:21][C:22]1[CH:31]=[C:30]2[C:25]([C:26](Cl)=[C:27]([N+:32]([O-:34])=[O:33])[CH:28]=[N:29]2)=[CH:24][CH:23]=1)[C:15]1[CH:20]=[CH:19][CH:18]=[CH:17][CH:16]=1.C(N(CC)CC)C. Product: [C:9]([O:8][C:7](=[O:13])[NH:6][CH2:5][CH2:4][CH2:3][CH2:2][NH:1][C:26]1[C:25]2[C:30](=[CH:31][C:22]([O:21][CH2:14][C:15]3[CH:20]=[CH:19][CH:18]=[CH:17][CH:16]=3)=[CH:23][CH:24]=2)[N:29]=[CH:28][C:27]=1[N+:32]([O-:34])=[O:33])([CH3:10])([CH3:12])[CH3:11]. The catalyst class is: 6. (5) The catalyst class is: 40. Reactant: C([O:3][C:4](=[O:35])[CH2:5][S:6][C:7]1[CH:12]=[CH:11][C:10]([O:13][CH2:14][CH2:15][CH:16]([O:18][C:19]2[CH:24]=[CH:23][C:22]([CH2:25][CH3:26])=[CH:21][C:20]=2[O:27][C:28]2[CH:33]=[CH:32][CH:31]=[CH:30][CH:29]=2)[CH3:17])=[CH:9][C:8]=1[CH3:34])C.[OH-].[Na+].Cl. Product: [CH2:25]([C:22]1[CH:23]=[CH:24][C:19]([O:18][C@H:16]([CH3:17])[CH2:15][CH2:14][O:13][C:10]2[CH:11]=[CH:12][C:7]([S:6][CH2:5][C:4]([OH:35])=[O:3])=[C:8]([CH3:34])[CH:9]=2)=[C:20]([O:27][C:28]2[CH:29]=[CH:30][CH:31]=[CH:32][CH:33]=2)[CH:21]=1)[CH3:26]. (6) Reactant: [CH:1]12[CH2:10][CH:5]3[CH2:6][CH:7]([CH2:9][CH:3]([CH2:4]3)[C:2]1=[N:11][NH:12][C:13]([O:15][CH2:16][C:17]1[CH:22]=[CH:21][CH:20]=[CH:19][CH:18]=1)=[O:14])[CH2:8]2.C([BH3-])#N.[Na+].O.C1(C)C=CC(S(O)(=O)=O)=CC=1.C(=O)([O-])O.[Na+]. The catalyst class is: 7. Product: [CH:1]12[CH2:10][CH:5]3[CH2:6][CH:7]([CH2:9][CH:3]([CH2:4]3)[CH:2]1[NH:11][NH:12][C:13]([O:15][CH2:16][C:17]1[CH:18]=[CH:19][CH:20]=[CH:21][CH:22]=1)=[O:14])[CH2:8]2.